Dataset: Full USPTO retrosynthesis dataset with 1.9M reactions from patents (1976-2016). Task: Predict the reactants needed to synthesize the given product. (1) Given the product [CH2:9]([N:16]1[CH2:23][CH:22]2[O:24][CH:18]([CH2:19][N:20]([C:25]([O:27][C:28]([CH3:31])([CH3:30])[CH3:29])=[O:26])[CH2:21]2)[CH2:17]1)[C:10]1[CH:11]=[CH:12][CH:13]=[CH:14][CH:15]=1, predict the reactants needed to synthesize it. The reactants are: O.C(=O)([O-])O.[Na+].Cl.Cl.[CH2:9]([N:16]1[CH2:23][CH:22]2[O:24][CH:18]([CH2:19][NH:20][CH2:21]2)[CH2:17]1)[C:10]1[CH:15]=[CH:14][CH:13]=[CH:12][CH:11]=1.[C:25](O[C:25]([O:27][C:28]([CH3:31])([CH3:30])[CH3:29])=[O:26])([O:27][C:28]([CH3:31])([CH3:30])[CH3:29])=[O:26]. (2) Given the product [Br:1][C:2]1[CH:3]=[C:4]([CH:8]2[CH2:15][CH:14]3[NH:16][CH:10]([CH2:11][C:12](=[O:21])[CH2:13]3)[CH2:9]2)[CH:5]=[CH:6][CH:7]=1, predict the reactants needed to synthesize it. The reactants are: [Br:1][C:2]1[CH:3]=[C:4]([CH:8]2[CH2:15][CH:14]3[NH:16][CH:10]([CH:11](C(OC)=O)[C:12](=[O:21])[CH:13]3C(OC)=O)[CH2:9]2)[CH:5]=[CH:6][CH:7]=1.[Na+].[Cl-]. (3) Given the product [N:11]1[C:10]2=[C:5]3[C:6](=[CH:7][CH:8]=[CH:9]2)[O:1][CH2:2][CH2:3][N:4]3[C:12]=1[NH2:14], predict the reactants needed to synthesize it. The reactants are: [O:1]1[C:6]2[CH:7]=[CH:8][CH:9]=[C:10]([NH2:11])[C:5]=2[NH:4][CH2:3][CH2:2]1.[CH2:12]([NH:14]C1C(N)=CC(F)=CC=1)C. (4) The reactants are: [N:1]1([CH2:6][CH2:7][C:8]#[N:9])[CH:5]=[CH:4][CH:3]=[CH:2]1.[Cl-].[CH3:11][O:12][C:13]1[CH:22]=[CH:21][CH:20]=[CH:19][C:14]=1[CH:15]=[N+:16]([CH3:18])[CH3:17]. Given the product [CH3:18][N:16]([CH:15]([C:14]1[CH:19]=[CH:20][CH:21]=[CH:22][C:13]=1[O:12][CH3:11])[C:2]1[N:1]([CH2:6][CH2:7][C:8]#[N:9])[CH:5]=[CH:4][CH:3]=1)[CH3:17], predict the reactants needed to synthesize it. (5) Given the product [Cl:8][C:6]1[N:5]=[C:4]([O:9][C@H:10]([CH3:14])[CH2:11][O:12][CH3:13])[N:3]=[C:2]([N:30]2[CH2:29][CH2:28][CH:27]([C:26]3[N:25]=[C:24]([C:33]([NH2:35])=[O:34])[CH:23]=[CH:22][C:21]=3[O:20][CH2:19][CH2:18][N:17]([CH3:36])[CH3:16])[CH2:32][CH2:31]2)[CH:7]=1, predict the reactants needed to synthesize it. The reactants are: Cl[C:2]1[CH:7]=[C:6]([Cl:8])[N:5]=[C:4]([O:9][C@H:10]([CH3:14])[CH2:11][O:12][CH3:13])[N:3]=1.Cl.[CH3:16][N:17]([CH3:36])[CH2:18][CH2:19][O:20][C:21]1[CH:22]=[CH:23][C:24]([C:33]([NH2:35])=[O:34])=[N:25][C:26]=1[CH:27]1[CH2:32][CH2:31][NH:30][CH2:29][CH2:28]1.CCN(C(C)C)C(C)C.CCOC(C)=O.